Predict the reaction yield, written as a fraction of the theoretical maximum amount of product (1.0 means a 100% yield; for example, 0.34 means a 34% yield). From a dataset of Reaction yield outcomes from USPTO patents with 853,638 reactions. (1) The reactants are [CH3:1][O:2][C:3]1[C:4]([CH3:35])=[C:5]([C:26]([O:33][CH3:34])=[C:27]([O:31][CH3:32])[C:28]=1[O:29][CH3:30])[CH2:6][C:7]1[CH:8]=[CH:9][C:10]([O:17][C:18]2[CH:23]=[CH:22][CH:21]=[C:20]([O:24][CH3:25])[CH:19]=2)=[C:11]([CH:16]=1)[C:12]([O:14]C)=[O:13].Cl. The catalyst is [OH-].[Na+].O1CCOCC1.O. The product is [CH3:1][O:2][C:3]1[C:4]([CH3:35])=[C:5]([C:26]([O:33][CH3:34])=[C:27]([O:31][CH3:32])[C:28]=1[O:29][CH3:30])[CH2:6][C:7]1[CH:8]=[CH:9][C:10]([O:17][C:18]2[CH:23]=[CH:22][CH:21]=[C:20]([O:24][CH3:25])[CH:19]=2)=[C:11]([CH:16]=1)[C:12]([OH:14])=[O:13]. The yield is 0.990. (2) The reactants are [CH2:1]([O:3][C:4](=[O:24])[CH:5]([C:10]1[CH:15]=[C:14]([C:16]([F:19])([F:18])[F:17])[C:13]([OH:20])=[C:12]([N+:21]([O-:23])=[O:22])[CH:11]=1)[CH2:6][CH:7]([CH3:9])[CH3:8])[CH3:2].[CH:25]1([CH2:28]O)[CH2:27][CH2:26]1.C1(P(C2C=CC=CC=2)C2C=CC=CC=2)C=CC=CC=1.N(C(OCC)=O)=NC(OCC)=O. The catalyst is C1COCC1. The product is [CH2:1]([O:3][C:4](=[O:24])[CH:5]([C:10]1[CH:15]=[C:14]([C:16]([F:18])([F:19])[F:17])[C:13]([O:20][CH2:28][CH:25]2[CH2:27][CH2:26]2)=[C:12]([N+:21]([O-:23])=[O:22])[CH:11]=1)[CH2:6][CH:7]([CH3:9])[CH3:8])[CH3:2]. The yield is 0.610.